Dataset: Full USPTO retrosynthesis dataset with 1.9M reactions from patents (1976-2016). Task: Predict the reactants needed to synthesize the given product. (1) Given the product [Cl:1][C:2]1[C:6]([N:7]([CH2:17][CH3:18])[C:8](=[O:10])[CH3:9])=[CH:5][N:4]([C:11]2[CH:12]=[N:13][CH:14]=[CH:15][CH:16]=2)[N:3]=1, predict the reactants needed to synthesize it. The reactants are: [Cl:1][C:2]1[C:6]([NH:7][C:8](=[O:10])[CH3:9])=[CH:5][N:4]([C:11]2[CH:12]=[N:13][CH:14]=[CH:15][CH:16]=2)[N:3]=1.[CH3:17][C:18](C)([O-])C.[Na+].C(Br)C. (2) Given the product [Cl:1][C:2]1[CH:29]=[CH:28][C:5]([CH2:6][N:7]2[C:12](=[O:13])[C:11]([C:14]([O:16][CH3:30])=[O:15])=[N:10][N:9]([C:17]3[CH:22]=[CH:21][CH:20]=[C:19]([NH:23][C:24](=[O:26])[CH3:25])[CH:18]=3)[C:8]2=[O:27])=[CH:4][CH:3]=1, predict the reactants needed to synthesize it. The reactants are: [Cl:1][C:2]1[CH:29]=[CH:28][C:5]([CH2:6][N:7]2[C:12](=[O:13])[C:11]([C:14]([OH:16])=[O:15])=[N:10][N:9]([C:17]3[CH:22]=[CH:21][CH:20]=[C:19]([NH:23][C:24](=[O:26])[CH3:25])[CH:18]=3)[C:8]2=[O:27])=[CH:4][CH:3]=1.[CH3:30][Si](C=[N+]=[N-])(C)C. (3) The reactants are: [Cl:1][C:2]1[CH:3]=[C:4]([CH3:14])[C:5]2[NH:10]C(=O)[O:8][C:7](=O)[C:6]=2[CH:13]=1.C(OCC)(=O)C.C(O)(=O)C.[CH3:25][NH2:26]. Given the product [NH2:10][C:5]1[C:4]([CH3:14])=[CH:3][C:2]([Cl:1])=[CH:13][C:6]=1[C:7]([NH:26][CH3:25])=[O:8], predict the reactants needed to synthesize it. (4) Given the product [F:10][C:8]1[CH:9]=[C:2]2[C:3]([C:4]([NH2:5])=[N:14][C:13]([NH2:15])=[N:12]2)=[CH:6][CH:7]=1, predict the reactants needed to synthesize it. The reactants are: F[C:2]1[CH:9]=[C:8]([F:10])[CH:7]=[CH:6][C:3]=1[C:4]#[N:5].Cl.[NH2:12][C:13]([NH2:15])=[NH:14].[H-].[Na+].C([O-])(O)=O.[Na+]. (5) Given the product [CH3:37][S:38]([O:21][CH2:20][C:7]1([N:6]2[C:2]([NH2:1])=[C:3]([C:35]#[N:36])[C:4]([C:22]3[CH:23]=[CH:24][C:25]([O:28][C:29]4[CH:34]=[CH:33][CH:32]=[CH:31][CH:30]=4)=[CH:26][CH:27]=3)=[N:5]2)[CH2:12][CH2:11][N:10]([CH2:13][C:14]2[CH:15]=[CH:16][CH:17]=[CH:18][CH:19]=2)[CH2:9][CH2:8]1)(=[O:40])=[O:39], predict the reactants needed to synthesize it. The reactants are: [NH2:1][C:2]1[N:6]([C:7]2([CH2:20][OH:21])[CH2:12][CH2:11][N:10]([CH2:13][C:14]3[CH:19]=[CH:18][CH:17]=[CH:16][CH:15]=3)[CH2:9][CH2:8]2)[N:5]=[C:4]([C:22]2[CH:27]=[CH:26][C:25]([O:28][C:29]3[CH:34]=[CH:33][CH:32]=[CH:31][CH:30]=3)=[CH:24][CH:23]=2)[C:3]=1[C:35]#[N:36].[CH3:37][S:38](Cl)(=[O:40])=[O:39]. (6) Given the product [Br:1][C:2]1[C:10]2[C:9]([O:19][C@@H:20]([CH2:26][C:27]3[CH:32]=[CH:31][CH:30]=[CH:29][C:28]=3[O:33][CH:34]3[CH2:39][CH2:38][CH2:37][CH2:36][O:35]3)[C:21]([O:23][CH2:24][CH3:25])=[O:22])=[N:8][CH:7]=[N:6][C:5]=2[S:4][C:3]=1[C:12]1[CH:17]=[CH:16][C:15]([F:18])=[CH:14][CH:13]=1, predict the reactants needed to synthesize it. The reactants are: [Br:1][C:2]1[C:10]2[C:9](Cl)=[N:8][CH:7]=[N:6][C:5]=2[S:4][C:3]=1[C:12]1[CH:17]=[CH:16][C:15]([F:18])=[CH:14][CH:13]=1.[OH:19][C@@H:20]([CH2:26][C:27]1[CH:32]=[CH:31][CH:30]=[CH:29][C:28]=1[O:33][CH:34]1[CH2:39][CH2:38][CH2:37][CH2:36][O:35]1)[C:21]([O:23][CH2:24][CH3:25])=[O:22].C([O-])([O-])=O.[Cs+].[Cs+]. (7) Given the product [O:24]=[S:16]1(=[O:25])[C:17]2[CH:23]=[CH:22][CH:21]=[CH:20][C:18]=2[CH2:19][N:13]([C:4]2[CH:3]=[C:2]([NH:34][C:32]([CH:29]3[CH2:30][CH2:31][NH:26][CH2:27][CH2:28]3)=[O:33])[C:11]3[C:6](=[CH:7][CH:8]=[C:9]([CH3:12])[CH:10]=3)[N:5]=2)[CH2:14][CH2:15]1, predict the reactants needed to synthesize it. The reactants are: Cl[C:2]1[C:11]2[C:6](=[CH:7][CH:8]=[C:9]([CH3:12])[CH:10]=2)[N:5]=[C:4]([N:13]2[CH2:19][C:18]3[CH:20]=[CH:21][CH:22]=[CH:23][C:17]=3[S:16](=[O:25])(=[O:24])[CH2:15][CH2:14]2)[CH:3]=1.[NH:26]1[CH2:31][CH2:30][CH:29]([C:32]([NH2:34])=[O:33])[CH2:28][CH2:27]1.